From a dataset of Forward reaction prediction with 1.9M reactions from USPTO patents (1976-2016). Predict the product of the given reaction. Given the reactants FC(F)(F)S([O:6][S:7]([C:10]([F:13])([F:12])[F:11])(=[O:9])=[O:8])(=O)=O.[C:16]([C:18]1[CH:19]=[C:20]([C:25]2[S:29][C:28]([C:30]([O:32][CH3:33])=[O:31])=[CH:27][CH:26]=2)[CH:21]=[CH:22][C:23]=1O)#[N:17], predict the reaction product. The product is: [C:16]([C:18]1[CH:19]=[C:20]([C:25]2[S:29][C:28]([C:30]([O:32][CH3:33])=[O:31])=[CH:27][CH:26]=2)[CH:21]=[CH:22][C:23]=1[O:6][S:7]([C:10]([F:11])([F:12])[F:13])(=[O:8])=[O:9])#[N:17].